From a dataset of Reaction yield outcomes from USPTO patents with 853,638 reactions. Predict the reaction yield, written as a fraction of the theoretical maximum amount of product (1.0 means a 100% yield; for example, 0.34 means a 34% yield). (1) The reactants are CO[C:3]1[CH:4]=C2C(=C[CH:12]=1)C=NC(C(O)=O)=C2.C[O:17][C:18]([CH:20]1[CH2:29][C:28]2[C:23](=[CH:24][CH:25]=[C:26]([OH:30])[CH:27]=2)[CH2:22][N:21]1C(OC(C)(C)C)=O)=[O:19]. No catalyst specified. The product is [CH:3]([O:30][C:26]1[CH:27]=[C:28]2[C:23](=[CH:24][CH:25]=1)[CH2:22][NH:21][CH:20]([C:18]([OH:17])=[O:19])[CH2:29]2)([CH3:4])[CH3:12]. The yield is 0.0910. (2) The reactants are C([Si](C)(C)[O:6][CH2:7][CH2:8][N:9]1[CH2:14][CH2:13][N:12]([C:15]2[N:20]=[CH:19][C:18]([C:21]3[NH:22][C:23](=[O:32])[C:24]4[C:29]([CH:30]=3)=[C:28]([CH3:31])[CH:27]=[CH:26][CH:25]=4)=[CH:17][CH:16]=2)[CH2:11][CH2:10]1)(C)(C)C.CCCC[N+](CCCC)(CCCC)CCCC.[F-].C1COCC1. The catalyst is C1COCC1.CCOC(C)=O. The product is [OH:6][CH2:7][CH2:8][N:9]1[CH2:14][CH2:13][N:12]([C:15]2[N:20]=[CH:19][C:18]([C:21]3[NH:22][C:23](=[O:32])[C:24]4[C:29]([CH:30]=3)=[C:28]([CH3:31])[CH:27]=[CH:26][CH:25]=4)=[CH:17][CH:16]=2)[CH2:11][CH2:10]1. The yield is 0.160. (3) The reactants are [NH2:1][C:2]1[C:3]([CH3:28])=[C:4]([CH2:21][CH2:22][C:23](OCC)=[O:24])[C:5]2[O:9][CH2:8][CH:7]([C:10]3[CH:15]=[CH:14][C:13]([CH:16]([CH3:18])[CH3:17])=[CH:12][CH:11]=3)[C:6]=2[C:19]=1[CH3:20].[H-].[Al+3].[Li+].[H-].[H-].[H-].O. The catalyst is C1COCC1. The product is [NH2:1][C:2]1[C:3]([CH3:28])=[C:4]([CH2:21][CH2:22][CH2:23][OH:24])[C:5]2[O:9][CH2:8][CH:7]([C:10]3[CH:11]=[CH:12][C:13]([CH:16]([CH3:18])[CH3:17])=[CH:14][CH:15]=3)[C:6]=2[C:19]=1[CH3:20]. The yield is 0.660. (4) The catalyst is CC(O)=O.O. The yield is 0.742. The product is [F:1][C:2]([F:14])([F:15])[C:3](=[O:13])[C:4](=[N:16][OH:17])[C:5]([C:7]1[CH:8]=[CH:9][CH:10]=[CH:11][CH:12]=1)=[O:6]. The reactants are [F:1][C:2]([F:15])([F:14])[C:3](=[O:13])[CH2:4][C:5]([C:7]1[CH:12]=[CH:11][CH:10]=[CH:9][CH:8]=1)=[O:6].[N:16]([O-])=[O:17].[Na+]. (5) The reactants are [Br:1][C:2]1[CH:3]=[C:4]2[C:8](=[CH:9][CH:10]=1)[NH:7][C:6](=[O:11])[C:5]2([OH:15])[C:12]#[C:13][CH3:14].[CH3:16]C(C)([O-])C.[K+].C1(C)C=CC(S(OC)(=O)=O)=CC=1.[Cl-].[NH4+]. The catalyst is CN(C=O)C. The product is [Br:1][C:2]1[CH:3]=[C:4]2[C:8](=[CH:9][CH:10]=1)[NH:7][C:6](=[O:11])[C:5]2([O:15][CH3:16])[C:12]#[C:13][CH3:14]. The yield is 0.590.